This data is from Forward reaction prediction with 1.9M reactions from USPTO patents (1976-2016). The task is: Predict the product of the given reaction. Given the reactants [O-]S(S([O-])=O)=O.[Na+].[Na+].[Br:9][C:10]1[CH:46]=[C:45]([CH3:47])[C:13]([O:14][C:15]2[C:20]([N+]([O-])=O)=[C:19](/[CH:24]=[CH:25]/[N:26](C)C)[N:18]=[C:17]([N:29]([C:37]3[CH:42]=[CH:41][C:40]([C:43]#[N:44])=[CH:39][CH:38]=3)[C:30](=[O:36])[O:31][C:32]([CH3:35])([CH3:34])[CH3:33])[N:16]=2)=[C:12]([CH3:48])[CH:11]=1, predict the reaction product. The product is: [Br:9][C:10]1[CH:46]=[C:45]([CH3:47])[C:13]([O:14][C:15]2[C:20]3[NH:26][CH:25]=[CH:24][C:19]=3[N:18]=[C:17]([N:29]([C:37]3[CH:42]=[CH:41][C:40]([C:43]#[N:44])=[CH:39][CH:38]=3)[C:30](=[O:36])[O:31][C:32]([CH3:34])([CH3:33])[CH3:35])[N:16]=2)=[C:12]([CH3:48])[CH:11]=1.